From a dataset of CYP2C19 inhibition data for predicting drug metabolism from PubChem BioAssay. Regression/Classification. Given a drug SMILES string, predict its absorption, distribution, metabolism, or excretion properties. Task type varies by dataset: regression for continuous measurements (e.g., permeability, clearance, half-life) or binary classification for categorical outcomes (e.g., BBB penetration, CYP inhibition). Dataset: cyp2c19_veith. The drug is N#Cc1ccc(CN2CC[C@@]3(CCCN(C(=O)Oc4ccccc4)C3)C2)cc1. The result is 0 (non-inhibitor).